Dataset: Forward reaction prediction with 1.9M reactions from USPTO patents (1976-2016). Task: Predict the product of the given reaction. (1) Given the reactants ClCC1C=CC=CC=1C(=CO)C(OC)=O.[Cl:16][CH2:17][C:18]1[CH:23]=[CH:22][CH:21]=[CH:20][C:19]=1[CH2:24][C:25]([O:27][CH3:28])=[O:26].CS(O)(=O)=O.[CH:34](OC)([O:37][CH3:38])[O:35][CH3:36], predict the reaction product. The product is: [Cl:16][CH2:17][C:18]1[CH:23]=[CH:22][CH:21]=[CH:20][C:19]=1[CH:24]([CH:34]([O:37][CH3:38])[O:35][CH3:36])[C:25]([O:27][CH3:28])=[O:26]. (2) Given the reactants [S:1]1[CH:5]=[CH:4][CH:3]=[C:2]1[S:6]([NH:9][C:10]1[CH:11]=[CH:12][CH:13]=[C:14]2[C:18]=1[NH:17][C:16]([C:19]([OH:21])=O)=[CH:15]2)(=[O:8])=[O:7].[NH:22]1[CH2:26][CH2:25][CH2:24][CH2:23]1.N1(O)C2C=CC=CC=2N=N1.Cl.CN(C)CCCN=C=NCC, predict the reaction product. The product is: [N:22]1([C:19]([C:16]2[NH:17][C:18]3[C:14]([CH:15]=2)=[CH:13][CH:12]=[CH:11][C:10]=3[NH:9][S:6]([C:2]2[S:1][CH:5]=[CH:4][CH:3]=2)(=[O:7])=[O:8])=[O:21])[CH2:26][CH2:25][CH2:24][CH2:23]1.